Dataset: Forward reaction prediction with 1.9M reactions from USPTO patents (1976-2016). Task: Predict the product of the given reaction. Given the reactants [CH3:1][O:2][C:3](=[O:15])[C:4]1[CH:9]=[CH:8][C:7]([O:10][CH3:11])=[C:6]([C:12](=[O:14])[CH3:13])[CH:5]=1.C([N-]C(C)C)(C)C.[Li+].[CH3:24][C:25]1[CH:26]=[C:27]([CH:30]=[CH:31][CH:32]=1)[CH:28]=[O:29].Cl.[BH4-].[Na+], predict the reaction product. The product is: [CH3:1][O:2][C:3](=[O:15])[C:4]1[CH:9]=[CH:8][C:7]([O:10][CH3:11])=[C:6]([CH:12]([OH:14])[CH2:13][CH:28]([OH:29])[C:27]2[CH:26]=[C:25]([CH3:24])[CH:32]=[CH:31][CH:30]=2)[CH:5]=1.